From a dataset of Catalyst prediction with 721,799 reactions and 888 catalyst types from USPTO. Predict which catalyst facilitates the given reaction. (1) Reactant: [CH2:1]([OH:8])[C:2]1[CH:7]=[CH:6][CH:5]=[CH:4][CH:3]=1.[H-].[Na+].[Br:11][C:12]1[CH:17]=[C:16](F)[CH:15]=[C:14]([Br:19])[CH:13]=1.O. Product: [CH2:1]([O:8][C:16]1[CH:17]=[C:12]([Br:11])[CH:13]=[C:14]([Br:19])[CH:15]=1)[C:2]1[CH:7]=[CH:6][CH:5]=[CH:4][CH:3]=1. The catalyst class is: 1. (2) Reactant: [O:1]1[CH2:6][CH2:5][CH:4]([C:7]([OH:9])=O)[CH2:3][CH2:2]1.S(Cl)(Cl)(=O)=O.[NH2:15][C:16]1[N:17]=[C:18]([C:24]([O:26][CH2:27][CH3:28])=[O:25])[N:19]([CH2:21][O:22][CH3:23])[CH:20]=1.C(N(CC)CC)C. Product: [CH3:23][O:22][CH2:21][N:19]1[CH:20]=[C:16]([NH:15][C:7]([CH:4]2[CH2:3][CH2:2][O:1][CH2:6][CH2:5]2)=[O:9])[N:17]=[C:18]1[C:24]([O:26][CH2:27][CH3:28])=[O:25]. The catalyst class is: 2. (3) Reactant: [CH:1]1[C:14]2[C:15]3=[C:16]4[C:11](=[CH:12][CH:13]=2)[CH:10]=[CH:9][CH:8]=[C:7]4[CH:6]=[CH:5][C:4]3=[CH:3][CH:2]=1.[NH:17]1[CH:21]=[CH:20][CH:19]=[CH:18]1. Product: [CH:8]1[C:7]2[C:16]3=[C:15]4[C:4](=[CH:5][CH:6]=2)[CH:3]=[CH:2][CH:1]=[C:14]4[CH:13]=[CH:12][C:11]3=[CH:10][CH:9]=1.[NH:17]1[CH:21]=[CH:20][CH:19]=[CH:18]1. The catalyst class is: 463. (4) Reactant: [C:1]([O:5][C:6]([N:8]1[CH2:13][CH2:12][CH:11]([CH2:14][CH2:15][OH:16])[CH2:10][CH2:9]1)=[O:7])([CH3:4])([CH3:3])[CH3:2].[H-].[Na+].[F:19][C:20]1[CH:27]=[CH:26][C:23]([CH2:24]Br)=[CH:22][CH:21]=1. Product: [C:1]([O:5][C:6]([N:8]1[CH2:13][CH2:12][CH:11]([CH2:14][CH2:15][O:16][CH2:24][C:23]2[CH:26]=[CH:27][C:20]([F:19])=[CH:21][CH:22]=2)[CH2:10][CH2:9]1)=[O:7])([CH3:4])([CH3:3])[CH3:2]. The catalyst class is: 1.